This data is from Catalyst prediction with 721,799 reactions and 888 catalyst types from USPTO. The task is: Predict which catalyst facilitates the given reaction. (1) Reactant: [CH3:1][O:2][C:3]1[CH:8]=[CH:7][C:6]([C:9]2[CH:13]=[C:12]([CH:14]=O)[NH:11][N:10]=2)=[CH:5][CH:4]=1.[F:16][C:17]1[CH:18]=[C:19]([NH2:24])[C:20]([NH2:23])=[CH:21][CH:22]=1. Product: [F:16][C:17]1[CH:22]=[CH:21][C:20]2[NH:23][C:14]([C:12]3[NH:11][N:10]=[C:9]([C:6]4[CH:7]=[CH:8][C:3]([O:2][CH3:1])=[CH:4][CH:5]=4)[CH:13]=3)=[N:24][C:19]=2[CH:18]=1. The catalyst class is: 8. (2) Reactant: [C:1](#[N:3])[CH3:2].C([Li])CCC.[F:9][C:10]1([F:20])[CH2:12][CH:11]1[C:13](OCCCC)=[O:14].Cl. Product: [F:9][C:10]1([F:20])[CH2:12][CH:11]1[C:13](=[O:14])[CH2:2][C:1]#[N:3]. The catalyst class is: 30. (3) Reactant: [C:1]([O:5][C:6]([NH:8][CH2:9][C:10]1[CH:18]=[CH:17][C:13]([C:14]([OH:16])=O)=[CH:12][C:11]=1[Cl:19])=[O:7])([CH3:4])([CH3:3])[CH3:2].CCN(C(C)C)C(C)C.[Cl:29][C:30]1[CH:31]=[CH:32][C:33]2[NH:42][CH2:41][C:40]3[CH:39]=[N:38][N:37]([CH3:43])[C:36]=3[NH:35][C:34]=2[CH:44]=1. Product: [C:1]([O:5][C:6](=[O:7])[NH:8][CH2:9][C:10]1[CH:18]=[CH:17][C:13]([C:14]([N:42]2[CH2:41][C:40]3[CH:39]=[N:38][N:37]([CH3:43])[C:36]=3[NH:35][C:34]3[CH:44]=[C:30]([Cl:29])[CH:31]=[CH:32][C:33]2=3)=[O:16])=[CH:12][C:11]=1[Cl:19])([CH3:2])([CH3:3])[CH3:4]. The catalyst class is: 154. (4) Reactant: Cl.[NH2:2][CH:3]([C:9]([O:11][CH2:12][CH3:13])=[O:10])[C:4]([O:6][CH2:7][CH3:8])=[O:5].CCN(C(C)C)C(C)C.[C:23](O[C:23]([O:25][C:26]([CH3:29])([CH3:28])[CH3:27])=[O:24])([O:25][C:26]([CH3:29])([CH3:28])[CH3:27])=[O:24]. Product: [C:26]([O:25][C:23]([NH:2][CH:3]([C:4]([O:6][CH2:7][CH3:8])=[O:5])[C:9]([O:11][CH2:12][CH3:13])=[O:10])=[O:24])([CH3:29])([CH3:28])[CH3:27]. The catalyst class is: 2. (5) Reactant: OS(O)(=O)=O.[F:6][C:7]1[CH:13]=[CH:12][CH:11]=[CH:10][C:8]=1[NH2:9].[CH:14]([C:16]([CH3:18])=O)=[CH2:15]. Product: [F:6][C:7]1[CH:13]=[CH:12][CH:11]=[C:10]2[C:8]=1[N:9]=[CH:15][CH:14]=[C:16]2[CH3:18]. The catalyst class is: 684. (6) Reactant: [CH3:1][O:2][C:3]1[CH:4]=[C:5]2[C:10](=[CH:11][C:12]=1[O:13][CH3:14])[N:9]=[CH:8][CH:7]=[C:6]2[O:15][C:16]1[CH:26]=[CH:25][C:24]([O:27][CH3:28])=[CH:23][C:17]=1[C:18]([O:20]CC)=[O:19].[OH-].[Li+].C(O)C. Product: [CH3:1][O:2][C:3]1[CH:4]=[C:5]2[C:10](=[CH:11][C:12]=1[O:13][CH3:14])[N:9]=[CH:8][CH:7]=[C:6]2[O:15][C:16]1[CH:26]=[CH:25][C:24]([O:27][CH3:28])=[CH:23][C:17]=1[C:18]([OH:20])=[O:19]. The catalyst class is: 6.